From a dataset of Catalyst prediction with 721,799 reactions and 888 catalyst types from USPTO. Predict which catalyst facilitates the given reaction. (1) Reactant: [Cl:1][C:2]1[CH:3]=[C:4]([CH:8]=[CH:9][CH:10]=1)[C:5](Cl)=[O:6].[Cu][C:12]#[N:13].C(#N)C. Product: [Cl:1][C:2]1[CH:3]=[C:4]([C:5](=[O:6])[C:12]#[N:13])[CH:8]=[CH:9][CH:10]=1. The catalyst class is: 11. (2) Reactant: C([N:8]1[CH2:20][CH2:19][C:11]2([O:16][C@H:15]([CH3:17])[CH2:14][C@@H:13]([CH3:18])[O:12]2)[C@H:10]([CH3:21])[CH2:9]1)C1C=CC=CC=1.[H][H]. Product: [CH3:17][C@@H:15]1[CH2:14][C@@H:13]([CH3:18])[O:12][C:11]2([CH2:19][CH2:20][NH:8][CH2:9][C@H:10]2[CH3:21])[O:16]1. The catalyst class is: 293. (3) Reactant: [CH2:1]([N:8]([CH2:30][CH2:31][CH2:32][CH2:33][CH2:34][CH3:35])[C:9](=[O:29])[CH2:10][C:11]1[CH:12]=[C:13]([CH:26]=[CH:27][CH:28]=1)[O:14][CH2:15][C:16]1[CH:25]=[CH:24][CH:23]=[CH:22][C:17]=1[C:18]([O:20]C)=[O:19])[C:2]1[CH:7]=[CH:6][CH:5]=[CH:4][CH:3]=1.[OH-].[Li+]. Product: [CH2:1]([N:8]([CH2:30][CH2:31][CH2:32][CH2:33][CH2:34][CH3:35])[C:9](=[O:29])[CH2:10][C:11]1[CH:12]=[C:13]([CH:26]=[CH:27][CH:28]=1)[O:14][CH2:15][C:16]1[CH:25]=[CH:24][CH:23]=[CH:22][C:17]=1[C:18]([OH:20])=[O:19])[C:2]1[CH:3]=[CH:4][CH:5]=[CH:6][CH:7]=1. The catalyst class is: 6. (4) Reactant: [I:1][C:2]1[CH:3]=[C:4]([CH:9]=[CH:10][C:11]([OH:13])=[O:12])[CH:5]=[CH:6][C:7]=1[OH:8].[CH2:14]([O:16][C:17](=[O:28])[C@H:18]([CH2:20][C:21]1[CH:26]=[CH:25][C:24]([OH:27])=[CH:23][CH:22]=1)[NH2:19])[CH3:15].CN1C(=O)CCC1.CCN=C=NCCCN(C)C.Cl. Product: [I:1][C:2]1[CH:3]=[C:4]([CH:9]=[CH:10][C:11]([OH:13])=[O:12])[CH:5]=[CH:6][C:7]=1[OH:8].[CH2:14]([O:16][C:17](=[O:28])[C@H:18]([CH2:20][C:21]1[CH:22]=[CH:23][C:24]([OH:27])=[CH:25][CH:26]=1)[NH2:19])[CH3:15]. The catalyst class is: 13. (5) Reactant: Cl.C([O:6][C:7](=[O:17])[C@H:8]([CH2:10][C:11]1[CH:16]=[CH:15][CH:14]=[CH:13][CH:12]=1)[NH2:9])(C)(C)C.[CH3:18][O:19][C:20]1[CH:25]=[C:24]([CH3:26])[C:23]([S:27](Cl)(=[O:29])=[O:28])=[C:22]([CH3:31])[C:21]=1[CH3:32].C(N(CC)C(C)C)(C)C. Product: [CH3:18][O:19][C:20]1[CH:25]=[C:24]([CH3:26])[C:23]([S:27]([NH:9][C@@H:8]([CH2:10][C:11]2[CH:12]=[CH:13][CH:14]=[CH:15][CH:16]=2)[C:7]([OH:6])=[O:17])(=[O:28])=[O:29])=[C:22]([CH3:31])[C:21]=1[CH3:32]. The catalyst class is: 9. (6) Reactant: [Cl:1][C:2]1[C:11]2[C:6](=[CH:7][CH:8]=[CH:9][CH:10]=2)[C:5](Cl)=[N:4][N:3]=1.O.[NH2:14][NH2:15]. Product: [Cl:1][C:2]1[C:11]2[C:6](=[CH:7][CH:8]=[CH:9][CH:10]=2)[C:5]([NH:14][NH2:15])=[N:4][N:3]=1. The catalyst class is: 8. (7) Reactant: [CH3:1][N:2]1[C:7]2=[CH:8][NH:9][C:10]([C:11]3[CH:15]=[CH:14][N:13]([CH3:16])[N:12]=3)=[C:6]2[C:5](=[O:17])[N:4]([CH3:18])[C:3]1=[O:19].Br[CH2:21][CH2:22][CH2:23][C:24]([N:26]([O:28][CH3:29])[CH3:27])=[O:25].C(=O)([O-])[O-].[Cs+].[Cs+].O. Product: [CH3:1][N:2]1[C:7]2=[CH:8][N:9]([CH2:21][CH2:22][CH2:23][C:24]([N:26]([O:28][CH3:29])[CH3:27])=[O:25])[C:10]([C:11]3[CH:15]=[CH:14][N:13]([CH3:16])[N:12]=3)=[C:6]2[C:5](=[O:17])[N:4]([CH3:18])[C:3]1=[O:19]. The catalyst class is: 3.